Task: Predict the product of the given reaction.. Dataset: Forward reaction prediction with 1.9M reactions from USPTO patents (1976-2016) Given the reactants Br[C:2]1[CH:7]=[CH:6][C:5]([C:8]2C=C[C:11]3[N:15]=[C:14]([C@@H:16]4[CH2:20][CH2:19][CH2:18][N:17]4[C:21]([O:23][C:24]([CH3:27])([CH3:26])[CH3:25])=[O:22])[NH:13][C:12]=3[CH:28]=2)=[CH:4][CH:3]=1.[C:29]([C:31]1[NH:35][C:34]([C@@H:36]2[CH2:40][CH2:39][CH2:38][N:37]2[C:41]([O:43][C:44]([CH3:47])([CH3:46])[CH3:45])=[O:42])=[N:33][CH:32]=1)#[CH:30].[CH2:48](N(CC)CC)[CH3:49].N#N, predict the reaction product. The product is: [C:44]([O:43][C:41]([N:37]1[CH2:38][CH2:39][CH2:40][C@H:36]1[C:34]1[NH:33][C:32]2[CH:48]=[C:49]([C:2]3[CH:3]=[CH:4][C:5]([C:8]#[C:28][C:12]4[NH:13][C:14]([C@@H:16]5[CH2:20][CH2:19][CH2:18][N:17]5[C:21]([O:23][C:24]([CH3:26])([CH3:27])[CH3:25])=[O:22])=[N:15][CH:11]=4)=[CH:6][CH:7]=3)[CH:30]=[CH:29][C:31]=2[N:35]=1)=[O:42])([CH3:47])([CH3:46])[CH3:45].